This data is from Forward reaction prediction with 1.9M reactions from USPTO patents (1976-2016). The task is: Predict the product of the given reaction. (1) Given the reactants [Cl:1][C:2]1[N:3]=[C:4]([Cl:23])[C:5]2[CH:10]([CH3:11])[CH2:9][N:8](CC3C=CC(OC)=CC=3OC)[C:6]=2[N:7]=1, predict the reaction product. The product is: [Cl:1][C:2]1[N:3]=[C:4]([Cl:23])[C:5]2[CH:10]([CH3:11])[CH2:9][NH:8][C:6]=2[N:7]=1. (2) The product is: [N:38]1[CH:39]=[CH:40][C:41]([C:2]2[N:7]=[C:6]3[N:8]([CH2:12][CH2:13][CH2:14][CH2:15][CH2:16][CH2:17][C:18]([O:20][CH2:21][CH3:22])=[O:19])[CH2:9][CH2:10][CH2:11][C:5]3=[N:4][C:3]=2[C:23]2[CH:28]=[CH:27][C:26]([CH3:29])=[CH:25][CH:24]=2)=[CH:33][CH:34]=1. Given the reactants Cl[C:2]1[N:7]=[C:6]2[N:8]([CH2:12][CH2:13][CH2:14][CH2:15][CH2:16][CH2:17][C:18]([O:20][CH2:21][CH3:22])=[O:19])[CH2:9][CH2:10][CH2:11][C:5]2=[N:4][C:3]=1[C:23]1[CH:28]=[CH:27][C:26]([CH3:29])=[CH:25][CH:24]=1.BrC1N=[C:33]2[CH2:41][CH2:40][CH2:39][N:38](CCCCCCC(OCC)=O)[C:34]2=NC=1Cl.CC1(C)C(C)(C)OB(C2C=CN=CC=2)O1.C(=O)([O-])[O-].[K+].[K+], predict the reaction product. (3) Given the reactants [CH2:1]([C@@H:5]1[NH:10][CH2:9][C@H:8]([CH2:11][CH:12]([CH3:14])[CH3:13])[NH:7][C:6]1=[O:15])[CH:2]([CH3:4])[CH3:3].[C:16]([C:20]1[CH:25]=[CH:24][C:23](/[CH:26]=[CH:27]/[C:28](O)=[O:29])=[CH:22][CH:21]=1)([CH3:19])([CH3:18])[CH3:17].C([C@@H]1N(C([C@@H]2C[C@H]2C2C=CC=CC=2)=O)C[C@H](CC(C)C)NC1=O)C(C)C, predict the reaction product. The product is: [CH2:1]([C@@H:5]1[N:10]([C:28](=[O:29])/[CH:27]=[CH:26]/[C:23]2[CH:24]=[CH:25][C:20]([C:16]([CH3:18])([CH3:17])[CH3:19])=[CH:21][CH:22]=2)[CH2:9][C@H:8]([CH2:11][CH:12]([CH3:14])[CH3:13])[NH:7][C:6]1=[O:15])[CH:2]([CH3:4])[CH3:3]. (4) Given the reactants [CH3:1][S:2]([N:5]1[CH2:10][CH2:9][N:8]([C:11]2[CH:16]=[CH:15][C:14](Br)=[CH:13][CH:12]=2)[CH2:7][CH2:6]1)(=[O:4])=[O:3].[C:18]1([C:24]#[CH:25])[CH:23]=[CH:22][CH:21]=[CH:20][CH:19]=1, predict the reaction product. The product is: [CH3:1][S:2]([N:5]1[CH2:10][CH2:9][N:8]([C:11]2[CH:16]=[CH:15][C:14]([C:25]#[C:24][C:18]3[CH:23]=[CH:22][CH:21]=[CH:20][CH:19]=3)=[CH:13][CH:12]=2)[CH2:7][CH2:6]1)(=[O:4])=[O:3]. (5) The product is: [O:19]1[C:24]2[CH:25]=[CH:26][C:27]([CH2:29][N:30]([CH:38]3[CH2:43][CH2:42][N:41]([CH2:17][CH2:16][N:3]4[C:4]5[C:9](=[C:8]([C:12]([O:14][CH3:15])=[O:13])[CH:7]=[CH:6][CH:5]=5)[CH:10]=[CH:11][C:2]4=[O:1])[CH2:40][CH2:39]3)[C:31](=[O:37])[O:32][C:33]([CH3:36])([CH3:34])[CH3:35])=[CH:28][C:23]=2[O:22][CH2:21][CH2:20]1. Given the reactants [O:1]=[C:2]1[CH:11]=[CH:10][C:9]2[C:8]([C:12]([O:14][CH3:15])=[O:13])=[CH:7][CH:6]=[CH:5][C:4]=2[N:3]1[CH2:16][CH:17]=O.[O:19]1[C:24]2[CH:25]=[CH:26][C:27]([CH2:29][N:30]([CH:38]3[CH2:43][CH2:42][NH:41][CH2:40][CH2:39]3)[C:31](=[O:37])[O:32][C:33]([CH3:36])([CH3:35])[CH3:34])=[CH:28][C:23]=2[O:22][CH2:21][CH2:20]1.C(O[BH-](OC(=O)C)OC(=O)C)(=O)C.[Na+].C(=O)([O-])O.[Na+], predict the reaction product. (6) Given the reactants C([O:8][C:9]1[CH:14]=[CH:13][C:12]([CH2:15][CH:16]([OH:22])[C:17]([O:19][CH2:20][CH3:21])=[O:18])=[CH:11][CH:10]=1)C1C=CC=CC=1.[H-].[Na+].[CH2:25](Br)[CH2:26]CC.O, predict the reaction product. The product is: [OH:8][C:9]1[CH:10]=[CH:11][C:12]([CH2:15][CH:16]([O:22][CH2:25][CH3:26])[C:17]([O:19][CH2:20][CH3:21])=[O:18])=[CH:13][CH:14]=1. (7) Given the reactants [Cl:1][C:2]1[CH:7]=[CH:6][C:5]([C:8]2[N:9]=[C:10]([C:24]([OH:26])=[O:25])[C:11]([C:21](O)=[O:22])=[N:12][C:13]=2[C:14]2[CH:19]=[CH:18][C:17]([Cl:20])=[CH:16][CH:15]=2)=[CH:4][CH:3]=1, predict the reaction product. The product is: [Cl:20][C:17]1[CH:16]=[CH:15][C:14]([C:13]2[N:12]=[C:11]3[C:21](=[O:22])[O:25][C:24](=[O:26])[C:10]3=[N:9][C:8]=2[C:5]2[CH:6]=[CH:7][C:2]([Cl:1])=[CH:3][CH:4]=2)=[CH:19][CH:18]=1. (8) Given the reactants FC(F)(F)C([O-])=O.[F:8][C:9]1[CH:10]=[C:11]([CH2:16][C@H:17]([NH3+:54])[C:18](=[O:53])[NH:19][C@H:20]2[CH2:45][O:44][C:43](=[O:46])[C@H:42]3[N:38]([CH2:39][C@H:40]([CH3:47])[CH2:41]3)[C:37](=[O:48])[C@H:36]([CH3:49])[NH:35][C:34](=[O:50])[C@H:33]3[N:28]([CH2:29][CH2:30][CH2:31][CH2:32]3)[C:27](=[O:51])[C@H:26]3[N:22]([CH2:23][CH2:24][CH2:25]3)[C:21]2=[O:52])[CH:12]=[C:13]([F:15])[CH:14]=1.[CH:55]1([CH2:61][CH2:62][C:63](O)=[O:64])[CH2:60][CH2:59][CH2:58][CH2:57][CH2:56]1.CN(C(ON1N=NC2C=CC=NC1=2)=[N+](C)C)C.F[P-](F)(F)(F)(F)F.C(N(C(C)C)C(C)C)C, predict the reaction product. The product is: [F:15][C:13]1[CH:12]=[C:11]([CH2:16][C@H:17]([NH:54][C:63](=[O:64])[CH2:62][CH2:61][CH:55]2[CH2:60][CH2:59][CH2:58][CH2:57][CH2:56]2)[C:18](=[O:53])[NH:19][C@H:20]2[CH2:45][O:44][C:43](=[O:46])[C@H:42]3[N:38]([CH2:39][C@H:40]([CH3:47])[CH2:41]3)[C:37](=[O:48])[C@H:36]([CH3:49])[NH:35][C:34](=[O:50])[C@H:33]3[N:28]([CH2:29][CH2:30][CH2:31][CH2:32]3)[C:27](=[O:51])[C@H:26]3[N:22]([CH2:23][CH2:24][CH2:25]3)[C:21]2=[O:52])[CH:10]=[C:9]([F:8])[CH:14]=1. (9) Given the reactants Cl[C:2]1[C:11]2[C:6](=[CH:7][C:8]([O:14][CH3:15])=[C:9]([O:12][CH3:13])[CH:10]=2)[N:5]=[CH:4][C:3]=1[C:16]#[N:17].[C:18]([O:22][CH2:23][CH3:24])(=[O:21])[CH2:19][SH:20].C([O-])([O-])=[O:26].[K+].[K+], predict the reaction product. The product is: [NH2:17][C:16]1[C:3]2[CH:4]=[N:5][C:6]3[CH:7]=[C:8]([O:14][CH3:15])[C:9]([O:12][CH3:13])=[CH:10][C:11]=3[C:2]=2[S:20](=[O:26])[C:19]=1[C:18]([O:22][CH2:23][CH3:24])=[O:21].